From a dataset of Forward reaction prediction with 1.9M reactions from USPTO patents (1976-2016). Predict the product of the given reaction. (1) Given the reactants [NH2:1][C:2]1[CH:7]=[CH:6][CH:5]=[CH:4][C:3]=1[SH:8].Br[CH2:10][C:11]1[C:12]([CH2:17]Br)=[CH:13][CH:14]=[CH:15][CH:16]=1, predict the reaction product. The product is: [NH2:1][C:2]1[CH:7]=[CH:6][CH:5]=[CH:4][C:3]=1[S:8][CH2:10][C:11]1[C:12]([CH2:17][S:8][C:3]2[CH:4]=[CH:5][CH:6]=[CH:7][C:2]=2[NH2:1])=[CH:13][CH:14]=[CH:15][CH:16]=1. (2) Given the reactants [F:1][C:2]1[CH:33]=[CH:32][C:5]([NH:6][C:7]([NH:9][C:10]2[CH:31]=[CH:30][C:13]([O:14][C:15]3[C:24]4[C:19](=[CH:20][C:21]([O:28][CH3:29])=[C:22]([C:25]([OH:27])=[O:26])[CH:23]=4)[N:18]=[CH:17][CH:16]=3)=[CH:12][CH:11]=2)=[O:8])=[CH:4][CH:3]=1.Cl.C(N=C=N[CH2:40][CH2:41][CH2:42]N(C)C)C.C(N(CC)CC)C.CC(O)C, predict the reaction product. The product is: [F:1][C:2]1[CH:3]=[CH:4][C:5]([NH:6][C:7]([NH:9][C:10]2[CH:31]=[CH:30][C:13]([O:14][C:15]3[C:24]4[C:19](=[CH:20][C:21]([O:28][CH3:29])=[C:22]([C:25]([O:27][CH:41]([CH3:42])[CH3:40])=[O:26])[CH:23]=4)[N:18]=[CH:17][CH:16]=3)=[CH:12][CH:11]=2)=[O:8])=[CH:32][CH:33]=1. (3) Given the reactants C[O:2][C:3]([C:5]1[CH:10]=[CH:9][CH:8]=[CH:7][C:6]=1[NH:11][C:12]1[N:16]([C:17]2[CH:22]=[CH:21][CH:20]=[CH:19][C:18]=2[CH3:23])[N:15]=[C:14]([CH3:24])[C:13]=1[C:25]1[CH:26]=[C:27]2[C:32](=[C:33]([F:36])[C:34]=1[F:35])[N:31]=[CH:30][CH:29]=[N:28]2)=[O:4].[OH-].[Na+].Cl, predict the reaction product. The product is: [F:35][C:34]1[C:33]([F:36])=[C:32]2[C:27]([N:28]=[CH:29][CH:30]=[N:31]2)=[CH:26][C:25]=1[C:13]1[C:14]([CH3:24])=[N:15][N:16]([C:17]2[CH:22]=[CH:21][CH:20]=[CH:19][C:18]=2[CH3:23])[C:12]=1[NH:11][C:6]1[CH:7]=[CH:8][CH:9]=[CH:10][C:5]=1[C:3]([OH:4])=[O:2].